Dataset: Full USPTO retrosynthesis dataset with 1.9M reactions from patents (1976-2016). Task: Predict the reactants needed to synthesize the given product. Given the product [Cl:1][C:2]1[CH:7]=[C:6]2[NH:8][C:9](=[O:40])[C:10]3([CH:15]([C:16]4[CH:21]=[C:20]([F:22])[CH:19]=[CH:18][C:17]=4[CH3:23])[CH2:14][C:13](=[O:24])[N:12]([CH2:25][C:26]([OH:28])=[O:27])[CH:11]3[C:33]3[CH:38]=[CH:37][CH:36]=[C:35]([Cl:39])[CH:34]=3)[C:5]2=[CH:4][CH:3]=1, predict the reactants needed to synthesize it. The reactants are: [Cl:1][C:2]1[CH:7]=[C:6]2[NH:8][C:9](=[O:40])[C:10]3([CH:15]([C:16]4[CH:21]=[C:20]([F:22])[CH:19]=[CH:18][C:17]=4[CH3:23])[CH2:14][C:13](=[O:24])[N:12]([CH2:25][C:26]([O:28]C(C)(C)C)=[O:27])[CH:11]3[C:33]3[CH:38]=[CH:37][CH:36]=[C:35]([Cl:39])[CH:34]=3)[C:5]2=[CH:4][CH:3]=1.COC([Si](C)(C)C)C.FC(F)(F)C(O)=O.CCN(C(C)C)C(C)C.